From a dataset of Reaction yield outcomes from USPTO patents with 853,638 reactions. Predict the reaction yield, written as a fraction of the theoretical maximum amount of product (1.0 means a 100% yield; for example, 0.34 means a 34% yield). (1) The reactants are C[Si](C)(C)[C:3]#[C:4]/[CH:5]=[CH:6]\[C:7]1[CH:16]=[CH:15][C:14]2[C:9](=[CH:10][CH:11]=[CH:12][CH:13]=2)[N:8]=1.C(=O)([O-])[O-].[K+].[K+]. The catalyst is CO.C(=O)(O)[O-].[Na+]. The product is [CH:6](/[C:7]1[CH:16]=[CH:15][C:14]2[C:9](=[CH:10][CH:11]=[CH:12][CH:13]=2)[N:8]=1)=[CH:5]/[C:4]#[CH:3]. The yield is 0.940. (2) The catalyst is CS(C)=O. The yield is 0.760. The product is [CH3:26][C:23]([CH3:27])([CH2:22][C@@:13]1([C:16]2[CH:21]=[CH:20][CH:19]=[CH:18][CH:17]=2)[O:12][C:11](=[O:28])[N:10]([C@H:8]([C:5]2[CH:6]=[CH:7][C:2]([B:32]3[O:33][C:34]([CH3:36])([CH3:35])[C:30]([CH3:46])([CH3:29])[O:31]3)=[CH:3][CH:4]=2)[CH3:9])[CH2:15][CH2:14]1)[C:24]#[N:25]. The reactants are Br[C:2]1[CH:7]=[CH:6][C:5]([C@@H:8]([N:10]2[CH2:15][CH2:14][C@:13]([CH2:22][C:23]([CH3:27])([CH3:26])[C:24]#[N:25])([C:16]3[CH:21]=[CH:20][CH:19]=[CH:18][CH:17]=3)[O:12][C:11]2=[O:28])[CH3:9])=[CH:4][CH:3]=1.[CH3:29][C:30]1([CH3:46])[C:34]([CH3:36])([CH3:35])[O:33][B:32]([B:32]2[O:33][C:34]([CH3:36])([CH3:35])[C:30]([CH3:46])([CH3:29])[O:31]2)[O:31]1.CC([O-])=O.[K+]. (3) The reactants are [NH2:1][C:2]1[CH:23]=[CH:22][C:5]([O:6][C:7]2[CH:8]=[CH:9][C:10]3[N:11]([CH:13]=[C:14]([NH:16][C:17]([CH:19]4[CH2:21][CH2:20]4)=[O:18])[N:15]=3)[CH:12]=2)=[CH:4][C:3]=1[Cl:24].[F:25][C:26]1[CH:31]=[CH:30][C:29]([N:32]2[C:37]([CH3:38])=[CH:36][CH:35]=[C:34]([C:39](O)=[O:40])[C:33]2=[O:42])=[CH:28][CH:27]=1.C(N(CC)C(C)C)(C)C.CN(C(ON1N=NC2C=CC=NC1=2)=[N+](C)C)C.F[P-](F)(F)(F)(F)F. The catalyst is CN(C)C=O. The product is [Cl:24][C:3]1[CH:4]=[C:5]([O:6][C:7]2[CH:8]=[CH:9][C:10]3[N:11]([CH:13]=[C:14]([NH:16][C:17]([CH:19]4[CH2:21][CH2:20]4)=[O:18])[N:15]=3)[CH:12]=2)[CH:22]=[CH:23][C:2]=1[NH:1][C:39]([C:34]1[C:33](=[O:42])[N:32]([C:29]2[CH:28]=[CH:27][C:26]([F:25])=[CH:31][CH:30]=2)[C:37]([CH3:38])=[CH:36][CH:35]=1)=[O:40]. The yield is 0.940. (4) The reactants are [NH2:1][C:2]1[CH:3]=[C:4]([CH3:20])[C:5]([C:12]2[CH:17]=[CH:16][C:15]([F:18])=[CH:14][C:13]=2[OH:19])=[C:6]([CH:11]=1)[C:7](OC)=[O:8]. The catalyst is N1C=CC=CC=1. The product is [NH2:1][C:2]1[CH:3]=[C:4]([CH3:20])[C:5]2[C:12]3[C:13](=[CH:14][C:15]([F:18])=[CH:16][CH:17]=3)[O:19][C:7](=[O:8])[C:6]=2[CH:11]=1. The yield is 0.940.